This data is from Full USPTO retrosynthesis dataset with 1.9M reactions from patents (1976-2016). The task is: Predict the reactants needed to synthesize the given product. (1) Given the product [CH3:1][O:2][C:3]1[CH:37]=[C:36]([O:38][CH3:39])[CH:35]=[CH:34][C:4]=1[CH2:5][N:6]([C:29]1[S:33][N:32]=[CH:31][N:30]=1)[S:7]([C:10]1[CH:18]=[C:17]2[C:13]([C:14]([C:41]3[CH:42]=[CH:43][CH:44]=[C:45]4[C:50]=3[CH2:49][N:48]([C:51]([O:53][C:54]([CH3:57])([CH3:56])[CH3:55])=[O:52])[CH2:47][CH2:46]4)=[CH:15][N:16]2[CH3:19])=[CH:12][CH:11]=1)(=[O:8])=[O:9], predict the reactants needed to synthesize it. The reactants are: [CH3:1][O:2][C:3]1[CH:37]=[C:36]([O:38][CH3:39])[CH:35]=[CH:34][C:4]=1[CH2:5][N:6]([C:29]1[S:33][N:32]=[CH:31][N:30]=1)[S:7]([C:10]1[CH:18]=[C:17]2[C:13]([C:14](B3OC(C)(C)C(C)(C)O3)=[CH:15][N:16]2[CH3:19])=[CH:12][CH:11]=1)(=[O:9])=[O:8].Br[C:41]1[CH:42]=[CH:43][CH:44]=[C:45]2[C:50]=1[CH2:49][N:48]([C:51]([O:53][C:54]([CH3:57])([CH3:56])[CH3:55])=[O:52])[CH2:47][CH2:46]2.P([O-])([O-])([O-])=O.[K+].[K+].[K+].CN(C=O)C. (2) The reactants are: [NH2:1][C:2]1[CH:6]=[CH:5][S:4][C:3]=1[C:7]([O:9][CH3:10])=[O:8].N1C=CC=CC=1.[Br:17][C:18]1[CH:23]=[C:22]([C:24]([F:27])([F:26])[F:25])[CH:21]=[CH:20][C:19]=1[S:28](Cl)(=[O:30])=[O:29]. Given the product [Br:17][C:18]1[CH:23]=[C:22]([C:24]([F:26])([F:25])[F:27])[CH:21]=[CH:20][C:19]=1[S:28]([NH:1][C:2]1[CH:6]=[CH:5][S:4][C:3]=1[C:7]([O:9][CH3:10])=[O:8])(=[O:30])=[O:29], predict the reactants needed to synthesize it.